Dataset: Full USPTO retrosynthesis dataset with 1.9M reactions from patents (1976-2016). Task: Predict the reactants needed to synthesize the given product. Given the product [CH3:31][C:27]([C:24]1[CH:23]=[CH:22][C:21]([C:19]2[O:9][N:8]=[C:2]([C:3]([O:5][CH2:6][CH3:7])=[O:4])[CH:20]=2)=[CH:26][CH:25]=1)([C:32]1[CH:45]=[CH:44][C:35]([O:36][CH2:37][C:38]2[CH:43]=[CH:42][CH:41]=[CH:40][N:39]=2)=[CH:34][CH:33]=1)[CH:28]([CH3:30])[CH3:29], predict the reactants needed to synthesize it. The reactants are: Cl[C:2](=[N:8][OH:9])[C:3]([O:5][CH2:6][CH3:7])=[O:4].C(N(CC)CC)C.CO[C:19]([C:21]1[CH:26]=[CH:25][C:24]([C:27]([C:32]2[CH:45]=[CH:44][C:35]([O:36][CH2:37][C:38]3[CH:43]=[CH:42][CH:41]=[CH:40][N:39]=3)=[CH:34][CH:33]=2)([CH3:31])[CH:28]([CH3:30])[CH3:29])=[CH:23][CH:22]=1)=[CH2:20].C(O)(C(F)(F)F)=O.